From a dataset of Reaction yield outcomes from USPTO patents with 853,638 reactions. Predict the reaction yield, written as a fraction of the theoretical maximum amount of product (1.0 means a 100% yield; for example, 0.34 means a 34% yield). (1) The reactants are ClC(OCC(C)C)=O.[O:9]1[CH:13]=[CH:12][CH:11]=[C:10]1[C:14]([NH:16][C:17]1([C:23]([OH:25])=[O:24])[CH2:22][CH2:21][CH2:20][CH2:19][CH2:18]1)=O.C(N(CC)CC)C. The catalyst is O1CCCC1. The product is [O:9]1[CH:13]=[CH:12][CH:11]=[C:10]1[C:14]1[O:25][C:23](=[O:24])[C:17]2([CH2:18][CH2:19][CH2:20][CH2:21][CH2:22]2)[N:16]=1. The yield is 0.970. (2) The reactants are Cl[C:2]1[N:3]([C:13]2[CH:18]=[CH:17][CH:16]=[CH:15][N:14]=2)[C:4]2[C:9]([C:10]=1[CH:11]=[O:12])=[CH:8][CH:7]=[CH:6][CH:5]=2.[NH:19]1[CH2:24][CH2:23][NH:22][CH2:21][CH2:20]1. No catalyst specified. The product is [N:19]1([C:2]2[N:3]([C:13]3[CH:18]=[CH:17][CH:16]=[CH:15][N:14]=3)[C:4]3[C:9]([C:10]=2[CH:11]=[O:12])=[CH:8][CH:7]=[CH:6][CH:5]=3)[CH2:24][CH2:23][NH:22][CH2:21][CH2:20]1. The yield is 0.720.